From a dataset of Full USPTO retrosynthesis dataset with 1.9M reactions from patents (1976-2016). Predict the reactants needed to synthesize the given product. (1) Given the product [CH3:36][O:35][C:32]1[CH:31]=[CH:30][C:29]([C:26]2[CH:27]=[CH:28][C:23]([S:20]([N:19]([CH:4]([CH:5]3[CH2:10][CH2:9][N:8]([CH2:11][CH2:12][C:13]4[CH:14]=[CH:15][CH:16]=[CH:17][CH:18]=4)[CH2:7][CH2:6]3)[C:3]([OH:2])=[O:37])[CH3:39])(=[O:21])=[O:22])=[CH:24][CH:25]=2)=[CH:34][CH:33]=1, predict the reactants needed to synthesize it. The reactants are: C[O:2][C:3](=[O:37])[CH:4]([NH:19][S:20]([C:23]1[CH:28]=[CH:27][C:26]([C:29]2[CH:34]=[CH:33][C:32]([O:35][CH3:36])=[CH:31][CH:30]=2)=[CH:25][CH:24]=1)(=[O:22])=[O:21])[CH:5]1[CH2:10][CH2:9][N:8]([CH2:11][CH2:12][C:13]2[CH:18]=[CH:17][CH:16]=[CH:15][CH:14]=2)[CH2:7][CH2:6]1.O[C:39](C(F)(F)F)=O.COC(=O)C(NS(C1C=CC(C2C=CC(OC)=CC=2)=CC=1)(=O)=O)C1CCNCC1.C1(CC=O)C=CC=CC=1.N1C=CC=CC=1. (2) Given the product [Cl:1][C:2]1[CH:7]=[CH:6][CH:5]=[C:4]([Cl:8])[C:3]=1[CH2:9][C:10](=[N:13][OH:14])[NH2:11], predict the reactants needed to synthesize it. The reactants are: [Cl:1][C:2]1[CH:7]=[CH:6][CH:5]=[C:4]([Cl:8])[C:3]=1[CH2:9][C:10]#[N:11].Cl.[NH2:13][OH:14].C(=O)([O-])[O-].[Na+].[Na+].P([O-])(O)(O)=O.[Na+]. (3) Given the product [CH3:20][C:21]1[CH:26]=[CH:25][N:24]=[CH:23][C:22]=1[C:2]1[CH:11]=[C:10]2[C:5]([CH:6]=[C:7]([NH:12][C:13](=[O:19])[O:14][C:15]([CH3:18])([CH3:17])[CH3:16])[N:8]=[CH:9]2)=[CH:4][N:3]=1, predict the reactants needed to synthesize it. The reactants are: Cl[C:2]1[CH:11]=[C:10]2[C:5]([CH:6]=[C:7]([NH:12][C:13](=[O:19])[O:14][C:15]([CH3:18])([CH3:17])[CH3:16])[N:8]=[CH:9]2)=[CH:4][N:3]=1.[CH3:20][C:21]1[CH:26]=[CH:25][N:24]=[CH:23][C:22]=1B(O)O.C(=O)([O-])[O-].[Na+].[Na+]. (4) Given the product [F:25][C:22]1[CH:21]=[CH:20][C:19]([CH2:18][N:8]2[C:7](=[O:26])[CH:6]=[C:15]([OH:16])[C@H:14]3[C@@H:9]2[C@H:10]2[CH2:17][C@@H:13]3[CH2:12][CH2:11]2)=[CH:24][CH:23]=1, predict the reactants needed to synthesize it. The reactants are: C(OC([C:6]1[C:7](=[O:26])[N:8]([CH2:18][C:19]2[CH:24]=[CH:23][C:22]([F:25])=[CH:21][CH:20]=2)[C@@H:9]2[C@H:14]([C:15]=1[OH:16])[C@@H:13]1[CH2:17][C@H:10]2[CH2:11][CH2:12]1)=O)C.S(=O)(=O)(O)O.